Dataset: Reaction yield outcomes from USPTO patents with 853,638 reactions. Task: Predict the reaction yield, written as a fraction of the theoretical maximum amount of product (1.0 means a 100% yield; for example, 0.34 means a 34% yield). (1) The catalyst is C(Cl)Cl. The product is [CH3:30][O:29][CH:12]([O:11][CH3:10])[C:13]1[CH:17]=[C:16]([C:18]2[CH:19]=[C:20]([C:24]([NH:27][S:4]([CH2:3][C:2]([F:9])([F:8])[F:1])(=[O:6])=[O:5])([CH3:26])[CH3:25])[CH:21]=[CH:22][CH:23]=2)[N:15]([CH3:28])[N:14]=1. The yield is 0.530. The reactants are [F:1][C:2]([F:9])([F:8])[CH2:3][S:4](Cl)(=[O:6])=[O:5].[CH3:10][O:11][CH:12]([O:29][CH3:30])[C:13]1[CH:17]=[C:16]([C:18]2[CH:19]=[C:20]([C:24]([NH2:27])([CH3:26])[CH3:25])[CH:21]=[CH:22][CH:23]=2)[N:15]([CH3:28])[N:14]=1.CCN(CC)CC. (2) The reactants are Cl[C:2]1[N:7]=[C:6]([C:8]2[CH:9]=[N:10][N:11]([CH3:13])[CH:12]=2)[C:5]([O:14][C:15]2[CH:20]=[CH:19][C:18]([S:21]([NH:24][C:25]3[S:26][CH:27]=[CH:28][N:29]=3)(=[O:23])=[O:22])=[CH:17][C:16]=2[C:30]#[N:31])=[CH:4][CH:3]=1.[F:32][C:33]1[CH:34]=[C:35](B(O)O)[CH:36]=[CH:37][CH:38]=1.C([O-])([O-])=O.[Na+].[Na+].O. The catalyst is CN(C)C=O.C1C=CC([P]([Pd]([P](C2C=CC=CC=2)(C2C=CC=CC=2)C2C=CC=CC=2)([P](C2C=CC=CC=2)(C2C=CC=CC=2)C2C=CC=CC=2)[P](C2C=CC=CC=2)(C2C=CC=CC=2)C2C=CC=CC=2)(C2C=CC=CC=2)C2C=CC=CC=2)=CC=1. The product is [C:30]([C:16]1[CH:17]=[C:18]([S:21]([NH:24][C:25]2[S:26][CH:27]=[CH:28][N:29]=2)(=[O:23])=[O:22])[CH:19]=[CH:20][C:15]=1[O:14][C:5]1[C:6]([C:8]2[CH:9]=[N:10][N:11]([CH3:13])[CH:12]=2)=[N:7][C:2]([C:37]2[CH:36]=[CH:35][CH:34]=[C:33]([F:32])[CH:38]=2)=[CH:3][CH:4]=1)#[N:31]. The yield is 0.450.